Predict the product of the given reaction. From a dataset of Forward reaction prediction with 1.9M reactions from USPTO patents (1976-2016). (1) Given the reactants Br[C:2]1[CH:7]=[CH:6][N:5]=[CH:4][C:3]=1[N:8]([CH3:25])[C:9](=[O:24])[C:10]1[CH:15]=[C:14]([C:16]([F:19])([F:18])[F:17])[CH:13]=[C:12]([C:20]([F:23])([F:22])[F:21])[CH:11]=1.[F:26][C:27]1[CH:28]=[C:29](B(O)O)[C:30]([O:33][CH3:34])=[N:31][CH:32]=1, predict the reaction product. The product is: [F:26][C:27]1[CH:28]=[C:29]([C:2]2[CH:7]=[CH:6][N:5]=[CH:4][C:3]=2[N:8]([CH3:25])[C:9](=[O:24])[C:10]2[CH:15]=[C:14]([C:16]([F:19])([F:18])[F:17])[CH:13]=[C:12]([C:20]([F:23])([F:22])[F:21])[CH:11]=2)[C:30]([O:33][CH3:34])=[N:31][CH:32]=1. (2) Given the reactants [F:1][C:2]1[CH:7]=[CH:6][C:5]([CH2:8][C:9](Cl)=[O:10])=[CH:4][CH:3]=1, predict the reaction product. The product is: [F:1][C:2]1[CH:7]=[CH:6][C:5]([CH2:8][C:9](=[O:10])[CH2:4][CH2:3][CH:2]=[CH2:7])=[CH:4][CH:3]=1. (3) Given the reactants [CH2:1]([C:3]1[CH:8]=[CH:7][C:6]([C:9]([C:11]2[CH:12]=[N:13][C:14](Cl)=[CH:15][CH:16]=2)=[O:10])=[CH:5][CH:4]=1)[CH3:2].[CH2:18]([OH:25])[C:19]1[CH:24]=[CH:23][CH:22]=[CH:21][CH:20]=1.[H-].[Na+].O, predict the reaction product. The product is: [CH2:1]([C:3]1[CH:8]=[CH:7][C:6]([C:9]([C:11]2[CH:12]=[N:13][C:14]([O:25][CH2:18][C:19]3[CH:24]=[CH:23][CH:22]=[CH:21][CH:20]=3)=[CH:15][CH:16]=2)=[O:10])=[CH:5][CH:4]=1)[CH3:2]. (4) Given the reactants [Cl:1][C:2]1[CH:7]=[CH:6][C:5](B(O)O)=[CH:4][C:3]=1[C:11]([NH:13][CH2:14][C:15]12[CH2:24][CH:19]3[CH2:20][CH:21]([CH2:23][CH:17]([CH2:18]3)[CH2:16]1)[CH2:22]2)=[O:12].Cl[C:26]1[N:35]=[CH:34][CH:33]=[CH:32][C:27]=1[C:28]([O:30][CH3:31])=[O:29].C(=O)([O-])[O-].[K+].[K+].O, predict the reaction product. The product is: [Cl:1][C:2]1[CH:7]=[CH:6][C:5]([C:26]2[C:27]([C:28]([O:30][CH3:31])=[O:29])=[CH:32][CH:33]=[CH:34][N:35]=2)=[CH:4][C:3]=1[C:11]([NH:13][CH2:14][C:15]12[CH2:24][CH:19]3[CH2:20][CH:21]([CH2:23][CH:17]([CH2:18]3)[CH2:16]1)[CH2:22]2)=[O:12]. (5) Given the reactants [CH3:1][Si:2]([CH3:48])([CH3:47])[CH2:3][CH2:4][O:5][CH2:6][N:7]([CH2:39][O:40][CH2:41][CH2:42][Si:43]([CH3:46])([CH3:45])[CH3:44])[C:8]1[N:13]2[N:14]=[CH:15][C:16]([C:17]3[CH:18]=[N:19][C:20]4[C:25]([CH:26]=3)=[CH:24][CH:23]=[CH:22][CH:21]=4)=[C:12]2[N:11]=[C:10]([CH:27]2[CH2:32][CH2:31][CH:30]([CH2:33][C:34](OCC)=O)[CH2:29][CH2:28]2)[CH:9]=1.C[Si](C)(C)CCOC[N:55](COCC[Si](C)(C)C)C1N2N=CC(I)=C2N=C(C2CCC(CC#N)CC2)C=1.C[Si](C)(C)CCOCN(COCC[Si](C)(C)C)C1N2N=CC(I)=C2N=C(C2CCC(CC(OCC)=O)CC2)C=1, predict the reaction product. The product is: [CH3:45][Si:43]([CH3:46])([CH3:44])[CH2:42][CH2:41][O:40][CH2:39][N:7]([CH2:6][O:5][CH2:4][CH2:3][Si:2]([CH3:47])([CH3:48])[CH3:1])[C:8]1[N:13]2[N:14]=[CH:15][C:16]([C:17]3[CH:18]=[N:19][C:20]4[C:25]([CH:26]=3)=[CH:24][CH:23]=[CH:22][CH:21]=4)=[C:12]2[N:11]=[C:10]([CH:27]2[CH2:28][CH2:29][CH:30]([CH2:33][C:34]#[N:55])[CH2:31][CH2:32]2)[CH:9]=1. (6) Given the reactants Br[CH2:2][CH2:3][CH2:4][CH2:5][N:6]1[C:14]([O:15]C)=[N:13][C:12]2[C:7]1=[N:8][C:9]([O:18][CH2:19][CH2:20][CH2:21][CH3:22])=[N:10][C:11]=2[NH2:17].[N:23]1([CH2:29][CH2:30][NH2:31])[CH2:28][CH2:27][O:26][CH2:25][CH2:24]1.C(=O)([O-])[O-].[K+].[K+].Br[CH2:39][C:40]1[CH:41]=[C:42]([CH2:46][C:47]([O:49][CH3:50])=[O:48])[CH:43]=[CH:44][CH:45]=1, predict the reaction product. The product is: [NH2:17][C:11]1[N:10]=[C:9]([O:18][CH2:19][CH2:20][CH2:21][CH3:22])[N:8]=[C:7]2[C:12]=1[NH:13][C:14](=[O:15])[N:6]2[CH2:5][CH2:4][CH2:3][CH2:2][N:31]([CH2:39][C:40]1[CH:41]=[C:42]([CH2:46][C:47]([O:49][CH3:50])=[O:48])[CH:43]=[CH:44][CH:45]=1)[CH2:30][CH2:29][N:23]1[CH2:28][CH2:27][O:26][CH2:25][CH2:24]1. (7) Given the reactants [Br:1][C:2]1[CH:3]=[C:4]2[CH:10]=[CH:9][NH:8][C:5]2=[N:6][CH:7]=1.[C:11]1([CH3:21])[CH:16]=[CH:15][C:14]([S:17](Cl)(=[O:19])=[O:18])=[CH:13][CH:12]=1.[H-].[Na+].[OH-].[NH4+], predict the reaction product. The product is: [Br:1][C:2]1[CH:3]=[C:4]2[CH:10]=[CH:9][N:8]([S:17]([C:14]3[CH:15]=[CH:16][C:11]([CH3:21])=[CH:12][CH:13]=3)(=[O:19])=[O:18])[C:5]2=[N:6][CH:7]=1. (8) The product is: [CH3:1][O:2][C:3]([C:5]1[N:6]([CH3:10])[C:7]([CH2:11][OH:12])=[N:8][CH:9]=1)=[O:4]. Given the reactants [CH3:1][O:2][C:3]([C:5]1[N:6]([CH3:10])[CH:7]=[N:8][CH:9]=1)=[O:4].[CH2:11]=[O:12].ClCCl, predict the reaction product.